Dataset: Forward reaction prediction with 1.9M reactions from USPTO patents (1976-2016). Task: Predict the product of the given reaction. (1) Given the reactants C([O:3][C:4](=[O:30])[CH2:5][S:6][C:7]1[S:11][C:10]([NH:12][C:13]([N:15]([CH2:24][CH:25]2[CH2:29][CH2:28][CH2:27][CH2:26]2)[C:16]2[CH:21]=[CH:20][CH:19]=[C:18]([Cl:22])[C:17]=2[Cl:23])=[O:14])=[N:9][CH:8]=1)C.C1(CN(C2C=CC(S(C)(=O)=O)=CC=2)C(=O)NC2SC=C(CC(O)=O)N=2)CCCC1.C1(CNC2C=CC=C(Cl)C=2Cl)CCCC1.C(OC(=O)CSC1SC(N)=NC=1)C, predict the reaction product. The product is: [CH:25]1([CH2:24][N:15]([C:16]2[CH:21]=[CH:20][CH:19]=[C:18]([Cl:22])[C:17]=2[Cl:23])[C:13](=[O:14])[NH:12][C:10]2[S:11][C:7]([S:6][CH2:5][C:4]([OH:30])=[O:3])=[CH:8][N:9]=2)[CH2:29][CH2:28][CH2:27][CH2:26]1. (2) Given the reactants [OH:1][C:2]1[CH:10]=[CH:9][CH:8]=[C:7]2[C:3]=1[CH:4]=[CH:5][N:6]2[CH2:11][OH:12].[CH3:13][O:14][C:15]1[CH:16]=[C:17]([CH:20]=[C:21]([O:23][CH3:24])[CH:22]=1)[CH:18]=O.[C:25](#[N:29])[CH2:26][C:27]#[N:28], predict the reaction product. The product is: [NH2:29][C:25]1[O:1][C:2]2[C:10]([CH:18]([C:17]3[CH:16]=[C:15]([O:14][CH3:13])[CH:22]=[C:21]([O:23][CH3:24])[CH:20]=3)[C:26]=1[C:27]#[N:28])=[CH:9][CH:8]=[C:7]1[N:6]([CH2:11][OH:12])[CH:5]=[CH:4][C:3]=21. (3) Given the reactants [Cl:1][C:2]1[N:3]=[C:4]([O:9]C)[C:5]([NH2:8])=[N:6][CH:7]=1.[Cl:11][C:12]1[CH:13]=[C:14]([CH2:19][S:20](Cl)(=[O:22])=[O:21])[CH:15]=[C:16]([Cl:18])[CH:17]=1.B(Br)(Br)Br, predict the reaction product. The product is: [Cl:1][C:2]1[N:3]=[C:4]([OH:9])[C:5]([NH:8][S:20]([CH2:19][C:14]2[CH:15]=[C:16]([Cl:18])[CH:17]=[C:12]([Cl:11])[CH:13]=2)(=[O:22])=[O:21])=[N:6][CH:7]=1. (4) Given the reactants [CH2:1]([N:8]([CH2:14][CH2:15][CH2:16][O:17][C:18]1[CH:23]=[CH:22][C:21]([CH2:24][C:25]2[C:26]([O:33][C@@H:34]3[O:60][C@H:59]([CH2:61][O:62]C(=O)C(C)(C)C)[C@@H:51]([O:52]C(=O)C(C)(C)C)[C@H:43]([O:44]C(=O)C(C)(C)C)[C@H:35]3[O:36]C(=O)C(C)(C)C)=[N:27][NH:28][C:29]=2[CH:30]([CH3:32])[CH3:31])=[C:20]([CH3:69])[CH:19]=1)[CH2:9][CH2:10][C:11](=[O:13])[NH2:12])[C:2]1[CH:7]=[CH:6][CH:5]=[CH:4][CH:3]=1.C[O-].[Na+], predict the reaction product. The product is: [CH2:1]([N:8]([CH2:14][CH2:15][CH2:16][O:17][C:18]1[CH:23]=[CH:22][C:21]([CH2:24][C:25]2[C:26]([O:33][C@@H:34]3[O:60][C@H:59]([CH2:61][OH:62])[C@@H:51]([OH:52])[C@H:43]([OH:44])[C@H:35]3[OH:36])=[N:27][NH:28][C:29]=2[CH:30]([CH3:32])[CH3:31])=[C:20]([CH3:69])[CH:19]=1)[CH2:9][CH2:10][C:11](=[O:13])[NH2:12])[C:2]1[CH:7]=[CH:6][CH:5]=[CH:4][CH:3]=1. (5) Given the reactants Br[C:2]1[N:7]=[C:6]([C:8]2[CH:13]=[C:12]([C:14]3[CH:19]=[CH:18][C:17]([C:20]([F:23])([F:22])[F:21])=[CH:16][CH:15]=3)[CH:11]=[C:10]([CH3:24])[N:9]=2)[CH:5]=[CH:4][CH:3]=1.[CH3:25][S:26][C:27]1[CH:28]=[C:29](B(O)O)[CH:30]=[CH:31][CH:32]=1, predict the reaction product. The product is: [CH3:24][C:10]1[N:9]=[C:8]([C:6]2[CH:5]=[CH:4][CH:3]=[C:2]([C:31]3[CH:30]=[CH:29][CH:28]=[C:27]([S:26][CH3:25])[CH:32]=3)[N:7]=2)[CH:13]=[C:12]([C:14]2[CH:19]=[CH:18][C:17]([C:20]([F:23])([F:22])[F:21])=[CH:16][CH:15]=2)[CH:11]=1. (6) Given the reactants [O:1]1[CH:5]=[CH:4][C:3]([C:6]([OH:8])=O)=[CH:2]1.O1C=CC(C([NH:16][C:17]2[CH:18]=[CH:19][C:20]([CH3:33])=[C:21]([C:23]3[CH:28]=[CH:27][C:26]([C:29]([O:31][CH3:32])=[O:30])=[CH:25][CH:24]=3)[CH:22]=2)=O)=C1.CN(C(ON1N=NC2C=CC=NC1=2)=[N+](C)C)C.F[P-](F)(F)(F)(F)F.CN(C(ON1N=NC2C=CC=CC1=2)=[N+](C)C)C.F[P-](F)(F)(F)(F)F.NC1C=CC(C)=C(C2C=CC(C(OC)=O)=CC=2)C=1.CCN(C(C)C)C(C)C, predict the reaction product. The product is: [O:1]1[CH:5]=[CH:4][C:3]([C:6]([NH:16][C:17]2[CH:18]=[CH:19][C:20]([CH3:33])=[C:21]([C:23]3[CH:28]=[CH:27][C:26]([C:29]([O:31][CH3:32])=[O:30])=[CH:25][CH:24]=3)[CH:22]=2)=[O:8])=[CH:2]1. (7) Given the reactants [Cl:1][C:2]1[CH:7]=[CH:6][C:5]([C@H:8]2[C@@H:12]([C:13]3[CH:18]=[CH:17][C:16]([Cl:19])=[CH:15][CH:14]=3)[N:11]([C:20](Cl)=[O:21])[C:10]([C:23]3[CH:28]=[C:27]([C:29]([C:32]#[N:33])([CH3:31])[CH3:30])[CH:26]=[CH:25][C:24]=3[O:34][CH2:35][CH3:36])=[N:9]2)=[CH:4][CH:3]=1.[C:37]([CH2:39][CH2:40][N:41]([CH3:51])[C:42](=[O:50])[CH2:43][N:44]1[CH2:49][CH2:48][NH:47][CH2:46][CH2:45]1)#[N:38], predict the reaction product. The product is: [Cl:1][C:2]1[CH:7]=[CH:6][C:5]([C@H:8]2[C@@H:12]([C:13]3[CH:14]=[CH:15][C:16]([Cl:19])=[CH:17][CH:18]=3)[N:11]([C:20]([N:47]3[CH2:46][CH2:45][N:44]([CH2:43][C:42]([N:41]([CH2:40][CH2:39][C:37]#[N:38])[CH3:51])=[O:50])[CH2:49][CH2:48]3)=[O:21])[C:10]([C:23]3[CH:28]=[C:27]([C:29]([C:32]#[N:33])([CH3:31])[CH3:30])[CH:26]=[CH:25][C:24]=3[O:34][CH2:35][CH3:36])=[N:9]2)=[CH:4][CH:3]=1. (8) Given the reactants [Cl:1][C:2]1[CH:7]=[CH:6][C:5]([C:8](=[O:10])[CH3:9])=[CH:4][CH:3]=1.C[Si](C)(C)[N-][Si](C)(C)C.[Na+].[O:21]1[CH2:26][CH2:25][CH:24]([C:27](Cl)=[O:28])[CH2:23][CH2:22]1, predict the reaction product. The product is: [Cl:1][C:2]1[CH:7]=[CH:6][C:5]([C:8](=[O:10])[CH2:9][C:27]([CH:24]2[CH2:25][CH2:26][O:21][CH2:22][CH2:23]2)=[O:28])=[CH:4][CH:3]=1. (9) Given the reactants C([O:5][C:6](=[O:26])[C:7]([S:10][C:11]1[S:12][CH:13]=[C:14]([CH2:16][CH2:17][NH:18][CH2:19][CH2:20][CH2:21][CH2:22][CH2:23][CH2:24][CH3:25])[N:15]=1)([CH3:9])[CH3:8])(C)(C)C.[Cl:27][C:28]1[N:35]=[CH:34][CH:33]=[CH:32][C:29]=1[C:30]#[N:31].Cl.C(OCC)(=O)C, predict the reaction product. The product is: [ClH:27].[C:30]([C:29]1[C:28]([N:18]([CH2:19][CH2:20][CH2:21][CH2:22][CH2:23][CH2:24][CH3:25])[CH2:17][CH2:16][C:14]2[N:15]=[C:11]([S:10][C:7]([CH3:8])([CH3:9])[C:6]([OH:5])=[O:26])[S:12][CH:13]=2)=[N:35][CH:34]=[CH:33][CH:32]=1)#[N:31].